Task: Predict the product of the given reaction.. Dataset: Forward reaction prediction with 1.9M reactions from USPTO patents (1976-2016) (1) Given the reactants [NH2:1][C:2]1[CH:7]=[C:6](N)[CH:5]=[CH:4][C:3]=1[N+:9]([O-:11])=[O:10].CC[N:14](C(C)C)C(C)C.[F:21][C:22]([F:35])([F:34])[S:23](O[S:23]([C:22]([F:35])([F:34])[F:21])(=[O:25])=[O:24])(=[O:25])=[O:24], predict the reaction product. The product is: [NH2:1][C:2]1[CH:7]=[CH:6][C:5]([NH:14][S:23]([C:22]([F:35])([F:34])[F:21])(=[O:25])=[O:24])=[CH:4][C:3]=1[N+:9]([O-:11])=[O:10]. (2) Given the reactants [CH2:1]([O:8][C:9]1[CH:10]=[C:11]([CH2:15][C:16]#[N:17])[CH:12]=[CH:13][CH:14]=1)C1C=CC=CC=1.[CH:18]([NH:20][NH2:21])=O.C(=O)([O-])[O-].[K+].[K+].[CH3:28][CH2:29][CH2:30][CH2:31][CH2:32][CH3:33], predict the reaction product. The product is: [CH2:1]([O:8][C:9]1[CH:10]=[C:11]([CH:12]=[CH:13][CH:14]=1)[CH2:15][C:16]1[N:17]=[CH:18][NH:20][N:21]=1)[C:30]1[CH:29]=[CH:28][CH:33]=[CH:32][CH:31]=1. (3) The product is: [Cl:1][C:2]1[CH:3]=[CH:4][C:5]([O:24][CH3:25])=[C:6]([C:8]2[C:17]([CH2:18][Cl:37])=[C:16]3[C:11]([NH:12][C:13]([CH3:22])([CH3:23])[C:14](=[O:21])[N:15]3[CH3:20])=[CH:10][CH:9]=2)[CH:7]=1. Given the reactants [Cl:1][C:2]1[CH:3]=[CH:4][C:5]([O:24][CH3:25])=[C:6]([C:8]2[C:17]([CH2:18]O)=[C:16]3[C:11]([NH:12][C:13]([CH3:23])([CH3:22])[C:14](=[O:21])[N:15]3[CH3:20])=[CH:10][CH:9]=2)[CH:7]=1.C(N(CC)CC)C.CS([Cl:37])(=O)=O.C(OCC)(=O)C, predict the reaction product. (4) The product is: [F:3][C:4]1[CH:11]=[CH:10][C:9]([F:12])=[CH:8][C:5]=1[CH:6]([OH:7])[CH2:16][N+:13]([O-:15])=[O:14]. Given the reactants [OH-].[Na+].[F:3][C:4]1[CH:11]=[CH:10][C:9]([F:12])=[CH:8][C:5]=1[CH:6]=[O:7].[N+:13]([CH3:16])([O-:15])=[O:14].CC(O)=O, predict the reaction product. (5) The product is: [CH2:19]([O:18][C:16](=[O:17])[CH:15]([O:7][C:1]1[CH:6]=[CH:5][CH:4]=[CH:3][CH:2]=1)[CH2:21][CH2:22][CH2:23][CH3:24])[CH3:20]. Given the reactants [C:1]1([OH:7])[CH:6]=[CH:5][CH:4]=[CH:3][CH:2]=1.C([O-])([O-])=O.[Cs+].[Cs+].Br[CH:15]([CH2:21][CH2:22][CH2:23][CH3:24])[C:16]([O:18][CH2:19][CH3:20])=[O:17], predict the reaction product. (6) Given the reactants C(OP([CH2:9][C:10]([O:12][CH2:13][CH3:14])=[O:11])(OCC)=O)C.[H-].[Na+].[F:17][C:18]([F:32])([F:31])[C:19]([C:21]1[CH:26]=[CH:25][C:24]([F:27])=[C:23]([N+:28]([O-:30])=[O:29])[CH:22]=1)=O.O, predict the reaction product. The product is: [F:32][C:18]([F:17])([F:31])[C:19]([C:21]1[CH:26]=[CH:25][C:24]([F:27])=[C:23]([N+:28]([O-:30])=[O:29])[CH:22]=1)=[CH:9][C:10]([O:12][CH2:13][CH3:14])=[O:11]. (7) Given the reactants Br[C:2]1[CH:14]=[C:13]2[C:5]([C:6]3[CH:7]=[C:8]([C:15]([N:17]4[CH2:22][CH2:21][O:20][CH2:19][CH2:18]4)=[O:16])[CH:9]=[CH:10][C:11]=3[NH:12]2)=[CH:4][CH:3]=1.BrC1C=CC=C2C=1C1C=C(C(N3CCOCC3)=O)C=CC=1N2.[CH3:45][C:46]1[C:50](B2OC(C)(C)C(C)(C)O2)=[C:49]([CH3:60])[O:48][N:47]=1.P(=O)(O)(O)O.[K], predict the reaction product. The product is: [CH3:45][C:46]1[C:50]([C:4]2[CH:3]=[CH:2][CH:14]=[C:13]3[C:5]=2[C:6]2[CH:7]=[C:8]([C:15]([N:17]4[CH2:18][CH2:19][O:20][CH2:21][CH2:22]4)=[O:16])[CH:9]=[CH:10][C:11]=2[NH:12]3)=[C:49]([CH3:60])[O:48][N:47]=1. (8) Given the reactants C(OC(=O)[NH:7][C:8]1[CH:13]=[C:12]([N:14]([CH3:18])[CH2:15][CH2:16][CH3:17])C(C(F)(F)F)=[CH:10][C:9]=1[NH:23][C:24](=[O:40])[CH2:25][C:26](=O)[C:27]1[CH:32]=[CH:31][CH:30]=[C:29]([C:33]2[CH:38]=[N:37][CH:36]=[CH:35][N:34]=2)[CH:28]=1)(C)(C)C.[C:42](O)([C:44]([F:47])([F:46])[F:45])=O, predict the reaction product. The product is: [CH3:18][N:14]([CH2:15][CH2:16][CH3:17])[C:12]1[C:42]([C:44]([F:47])([F:46])[F:45])=[CH:10][C:9]2[NH:23][C:24](=[O:40])[CH2:25][C:26]([C:27]3[CH:32]=[CH:31][CH:30]=[C:29]([C:33]4[CH:38]=[N:37][CH:36]=[CH:35][N:34]=4)[CH:28]=3)=[N:7][C:8]=2[CH:13]=1. (9) Given the reactants [CH3:1][O:2][C:3]1[CH:4]=[CH:5][C:6]2[O:10][C:9]([CH:11]([NH:18][C:19]3[CH:24]=[CH:23][C:22]([C:25]([NH:27][CH2:28][CH2:29][C:30]([O:32]CC)=[O:31])=[O:26])=[CH:21][CH:20]=3)[CH2:12][CH2:13][CH2:14][CH2:15][CH2:16][CH3:17])=[C:8]([CH3:35])[C:7]=2[CH:36]=1.O1CCCC1.[OH-].[Na+], predict the reaction product. The product is: [CH3:1][O:2][C:3]1[CH:4]=[CH:5][C:6]2[O:10][C:9]([CH:11]([NH:18][C:19]3[CH:20]=[CH:21][C:22]([C:25]([NH:27][CH2:28][CH2:29][C:30]([OH:32])=[O:31])=[O:26])=[CH:23][CH:24]=3)[CH2:12][CH2:13][CH2:14][CH2:15][CH2:16][CH3:17])=[C:8]([CH3:35])[C:7]=2[CH:36]=1. (10) Given the reactants [CH3:1][O:2][CH2:3][CH2:4][NH:5][C:6](=[O:12])[O:7][C:8]([CH3:11])([CH3:10])[CH3:9].[H-].[Na+].Cl[CH2:16][C:17]1[NH:18][C:19](=[O:27])[C:20]2[CH2:26][O:25][CH2:24][CH2:23][C:21]=2[N:22]=1, predict the reaction product. The product is: [C:8]([O:7][C:6](=[O:12])[N:5]([CH2:4][CH2:3][O:2][CH3:1])[CH2:16][C:17]1[NH:18][C:19](=[O:27])[C:20]2[CH2:26][O:25][CH2:24][CH2:23][C:21]=2[N:22]=1)([CH3:9])([CH3:11])[CH3:10].